This data is from Tox21: 12 toxicity assays (nuclear receptors and stress response pathways). The task is: Binary classification across 12 toxicity assays. (1) The molecule is c1ccc(CNc2[nH]cnc3ncnc2-3)cc1. It tested positive (active) for: NR-AhR (Aryl hydrocarbon Receptor agonist activity). (2) The molecule is C[C@H](O)C(=O)Nc1c(I)c(C(=O)NC(CO)CO)c(I)c(C(=O)NC(CO)CO)c1I. It tested positive (active) for: NR-AR (Androgen Receptor agonist activity). (3) The compound is C/C=C1/C(=O)C[C@H]2[C@@H]3CCC4=CC(=O)CC[C@]4(C)[C@H]3CC[C@]12C. It tested positive (active) for: NR-ER (Estrogen Receptor agonist activity), SR-ARE (Antioxidant Response Element (oxidative stress)), SR-HSE (Heat Shock Element response), and SR-p53 (p53 tumor suppressor activation). (4) The molecule is CCCCCCCCCC. It tested positive (active) for: SR-ARE (Antioxidant Response Element (oxidative stress)). (5) The drug is CCCCCCCCCCCCCCCC(=O)OC[C@@H](COP(=O)([O-])OCC[N+](C)(C)C)OC(=O)CCCCCCCCCCCCCCC. It tested positive (active) for: NR-ER (Estrogen Receptor agonist activity). (6) The drug is CCC(CC)(CC(=O)Nc1cccc(/C=C/c2nc(C3CCC3)cs2)c1)C(=O)O. It tested positive (active) for: NR-AhR (Aryl hydrocarbon Receptor agonist activity), SR-ARE (Antioxidant Response Element (oxidative stress)), and SR-MMP (Mitochondrial Membrane Potential disruption). (7) The compound is CCOC(=O)[C@H](CCc1ccccc1)N[C@@H](C)C(=O)N1Cc2ccccc2C[C@H]1C(=O)O. It tested positive (active) for: NR-AhR (Aryl hydrocarbon Receptor agonist activity).